Dataset: Reaction yield outcomes from USPTO patents with 853,638 reactions. Task: Predict the reaction yield, written as a fraction of the theoretical maximum amount of product (1.0 means a 100% yield; for example, 0.34 means a 34% yield). The reactants are [CH2:1]([N:3]=[C:4]=[O:5])[CH3:2].[N:6]1([CH2:11][CH2:12][CH2:13][NH2:14])[CH2:10][CH2:9][CH2:8][CH2:7]1. The catalyst is C(Cl)(Cl)Cl. The product is [CH2:1]([NH:3][C:4]([NH:14][CH2:13][CH2:12][CH2:11][N:6]1[CH2:10][CH2:9][CH2:8][CH2:7]1)=[O:5])[CH3:2]. The yield is 0.964.